Dataset: Forward reaction prediction with 1.9M reactions from USPTO patents (1976-2016). Task: Predict the product of the given reaction. (1) Given the reactants [CH2:1]([O:3][C:4]([C:7]1[CH:11]=[C:10]([NH:12][C:13](=[O:21])OC2C=CC=CC=2)[N:9]([C:22]2[CH:27]=[CH:26][CH:25]=[CH:24][CH:23]=2)[N:8]=1)([CH3:6])[CH3:5])[CH3:2].[CH3:28][O:29][C:30]1[CH:31]=[C:32]2[C:37](=[CH:38][C:39]=1[O:40][CH2:41][CH2:42][O:43][CH3:44])[N:36]=[CH:35][N:34]=[C:33]2[S:45][C:46]1[CH:47]=[C:48]([CH:50]=[CH:51][CH:52]=1)[NH2:49].C(N(CC)C(C)C)(C)C, predict the reaction product. The product is: [CH2:1]([O:3][C:4]([C:7]1[CH:11]=[C:10]([NH:12][C:13]([NH:49][C:48]2[CH:50]=[CH:51][CH:52]=[C:46]([S:45][C:33]3[C:32]4[C:37](=[CH:38][C:39]([O:40][CH2:41][CH2:42][O:43][CH3:44])=[C:30]([O:29][CH3:28])[CH:31]=4)[N:36]=[CH:35][N:34]=3)[CH:47]=2)=[O:21])[N:9]([C:22]2[CH:23]=[CH:24][CH:25]=[CH:26][CH:27]=2)[N:8]=1)([CH3:5])[CH3:6])[CH3:2]. (2) Given the reactants O.C1(C)C=CC(S(O)(=O)=O)=CC=1.O[CH:14]1[C:20]2[CH:21]=[CH:22][C:23]([N:25]3[CH2:29][CH:28]([CH2:30][NH:31][C:32](=[O:34])[CH3:33])[O:27][C:26]3=[O:35])=[CH:24][C:19]=2[CH2:18][CH2:17][CH2:16][CH2:15]1, predict the reaction product. The product is: [CH:24]1[C:19]2[CH2:18][CH2:17][CH2:16][CH:15]=[CH:14][C:20]=2[CH:21]=[CH:22][C:23]=1[N:25]1[CH2:29][CH:28]([CH2:30][NH:31][C:32](=[O:34])[CH3:33])[O:27][C:26]1=[O:35]. (3) Given the reactants Cl[C:2]([O:4][CH2:5][C:6]1[CH:11]=[CH:10][CH:9]=[CH:8][CH:7]=1)=[O:3].[CH2:12]1[C:15]2([C@H:19]([NH:20][C:21](=[O:27])[O:22][C:23]([CH3:26])([CH3:25])[CH3:24])[CH2:18][NH:17][CH2:16]2)[CH2:14][CH2:13]1.C(=O)([O-])[O-].[Na+].[Na+], predict the reaction product. The product is: [C:23]([O:22][C:21]([NH:20][C@H:19]1[C:15]2([CH2:14][CH2:13][CH2:12]2)[CH2:16][N:17]([C:2]([O:4][CH2:5][C:6]2[CH:11]=[CH:10][CH:9]=[CH:8][CH:7]=2)=[O:3])[CH2:18]1)=[O:27])([CH3:26])([CH3:24])[CH3:25].